This data is from Forward reaction prediction with 1.9M reactions from USPTO patents (1976-2016). The task is: Predict the product of the given reaction. (1) Given the reactants [NH2:1][CH2:2][CH2:3][O:4][CH2:5][CH2:6][N:7]1[C:19]2[C:18]3[CH:17]=[CH:16][CH:15]=[CH:14][C:13]=3[N:12]=[C:11]([NH2:20])[C:10]=2[N:9]=[C:8]1[CH2:21][CH3:22].C(N(CC)CC)C.[C:30](Cl)(=[O:37])[C:31]1[CH:36]=[CH:35][CH:34]=[CH:33][CH:32]=1.O, predict the reaction product. The product is: [NH2:20][C:11]1[C:10]2[N:9]=[C:8]([CH2:21][CH3:22])[N:7]([CH2:6][CH2:5][O:4][CH2:3][CH2:2][NH:1][C:30](=[O:37])[C:31]3[CH:36]=[CH:35][CH:34]=[CH:33][CH:32]=3)[C:19]=2[C:18]2[CH:17]=[CH:16][CH:15]=[CH:14][C:13]=2[N:12]=1. (2) Given the reactants Br[C:2]1[CH:7]=[CH:6][C:5]([Cl:8])=[CH:4][N:3]=1.C(=O)([O-])[O-].[Cs+].[Cs+].[F:15][C:16]1[C:21]([F:22])=[CH:20][C:19](B2OC(C)(C)C(C)(C)O2)=[CH:18][N:17]=1, predict the reaction product. The product is: [Cl:8][C:5]1[CH:6]=[CH:7][C:2]([C:19]2[CH:20]=[C:21]([F:22])[C:16]([F:15])=[N:17][CH:18]=2)=[N:3][CH:4]=1. (3) The product is: [Br:1][C:2]1[CH:7]=[CH:6][C:5]([CH:8]([N:15]([CH3:16])[C:27](=[O:29])[CH2:26][N:25]([C:20]2[CH:21]=[CH:22][C:23]([Cl:24])=[C:18]([Cl:17])[CH:19]=2)[CH2:30][CH2:31][O:32][CH3:33])[CH2:9][N:10]2[CH2:14][CH2:13][CH2:12][CH2:11]2)=[CH:4][CH:3]=1. Given the reactants [Br:1][C:2]1[CH:7]=[CH:6][C:5]([CH:8]([NH:15][CH3:16])[CH2:9][N:10]2[CH2:14][CH2:13][CH2:12][CH2:11]2)=[CH:4][CH:3]=1.[Cl:17][C:18]1[CH:19]=[C:20]([N:25]([CH2:30][CH2:31][O:32][CH3:33])[CH2:26][C:27]([OH:29])=O)[CH:21]=[CH:22][C:23]=1[Cl:24].[Li].C(N(CC)CC)C.F[P-](F)(F)(F)(F)F.N1(O[P+](N(C)C)(N(C)C)N(C)C)C2C=CC=CC=2N=N1.FC(F)(F)C(O)=O.C(=O)(O)[O-].[Na+], predict the reaction product. (4) Given the reactants [NH2:1][C:2]1[CH:3]=[C:4]([C:8]2[CH:13]=[CH:12][CH:11]=[C:10]([C:14]([O:16][CH3:17])=[O:15])[CH:9]=2)[CH:5]=[CH:6][CH:7]=1.Br[CH2:19][CH2:20][NH:21][C:22](=[O:28])[O:23][C:24]([CH3:27])([CH3:26])[CH3:25], predict the reaction product. The product is: [CH3:17][O:16][C:14]([C:10]1[CH:9]=[C:8]([C:4]2[CH:5]=[CH:6][CH:7]=[C:2]([NH:1][CH2:19][CH2:20][NH:21][C:22]([O:23][C:24]([CH3:27])([CH3:26])[CH3:25])=[O:28])[CH:3]=2)[CH:13]=[CH:12][CH:11]=1)=[O:15]. (5) Given the reactants [C:1]([O:5][C:6]([N:8]1[CH2:13][CH2:12][N:11]([S:14]([C:17]2[CH:22]=[CH:21][C:20]([C:23]([F:26])([F:25])[F:24])=[CH:19][CH:18]=2)(=[O:16])=[O:15])[C@@H:10]([C:27](O)=[O:28])[CH2:9]1)=[O:7])([CH3:4])([CH3:3])[CH3:2].[F:30][C:31]([F:42])([F:41])[O:32][C:33]1[CH:40]=[CH:39][C:36]([CH2:37][NH2:38])=[CH:35][CH:34]=1.O.ON1C2C=CC=CC=2N=N1.Cl.C(N=C=NCCCN(C)C)C.C(OC(C)C)(C)C, predict the reaction product. The product is: [C:1]([O:5][C:6]([N:8]1[CH2:13][CH2:12][N:11]([S:14]([C:17]2[CH:22]=[CH:21][C:20]([C:23]([F:24])([F:25])[F:26])=[CH:19][CH:18]=2)(=[O:15])=[O:16])[C@@H:10]([C:27](=[O:28])[NH:38][CH2:37][C:36]2[CH:39]=[CH:40][C:33]([O:32][C:31]([F:30])([F:41])[F:42])=[CH:34][CH:35]=2)[CH2:9]1)=[O:7])([CH3:2])([CH3:4])[CH3:3]. (6) Given the reactants [CH2:1]([N:8]1[C:17]([C:18]([OH:20])=[O:19])=[C:16]([C:21]2[CH:26]=[CH:25][CH:24]=[CH:23][CH:22]=2)[C:15]2[C:10](=[CH:11][CH:12]=[C:13]([Br:27])[CH:14]=2)[C:9]1=[O:28])[C:2]1[CH:7]=[CH:6][CH:5]=[CH:4][CH:3]=1.[C:29](=O)([O-])[O-].[K+].[K+].CI.CN(C)C=O, predict the reaction product. The product is: [CH3:29][O:19][C:18]([C:17]1[N:8]([CH2:1][C:2]2[CH:3]=[CH:4][CH:5]=[CH:6][CH:7]=2)[C:9](=[O:28])[C:10]2[C:15]([C:16]=1[C:21]1[CH:22]=[CH:23][CH:24]=[CH:25][CH:26]=1)=[CH:14][C:13]([Br:27])=[CH:12][CH:11]=2)=[O:20]. (7) Given the reactants Br[C:2]1[CH:3]=[CH:4][C:5]([CH2:8][OH:9])=[N:6][CH:7]=1.[C-:10]#[N:11].[Na+], predict the reaction product. The product is: [C:10]([C:2]1[CH:3]=[CH:4][C:5]([CH2:8][OH:9])=[N:6][CH:7]=1)#[N:11]. (8) Given the reactants Br[C:2]1[CH:9]=[C:8]([O:10][CH3:11])[CH:7]=[C:6]([O:12][CH3:13])[C:3]=1[CH:4]=[O:5].[CH2:14]([O:21][C:22]1[C:27]([CH3:28])=[CH:26][C:25]([C:29]#[CH:30])=[CH:24][C:23]=1[CH3:31])[C:15]1[CH:20]=[CH:19][CH:18]=[CH:17][CH:16]=1.O, predict the reaction product. The product is: [CH2:14]([O:21][C:22]1[C:27]([CH3:28])=[CH:26][C:25]([C:29]#[C:30][C:2]2[CH:9]=[C:8]([O:10][CH3:11])[CH:7]=[C:6]([O:12][CH3:13])[C:3]=2[CH:4]=[O:5])=[CH:24][C:23]=1[CH3:31])[C:15]1[CH:20]=[CH:19][CH:18]=[CH:17][CH:16]=1. (9) Given the reactants [Cl:1][C:2]1[CH:3]=[C:4]([CH:34]=[C:35]([Cl:37])[CH:36]=1)[CH2:5][NH:6][C:7]([N:9]1[CH2:14][CH2:13][N:12]2[N:15]=[C:16]([C:18]([N:20]3[CH:25]4[CH2:26][CH2:27][CH2:28][CH:21]3[CH2:22][CH:23]([C:29]([O:31]CC)=[O:30])[CH2:24]4)=[O:19])[CH:17]=[C:11]2[CH2:10]1)=[O:8].O.[OH-].[Li+].Cl, predict the reaction product. The product is: [Cl:37][C:35]1[CH:34]=[C:4]([CH:3]=[C:2]([Cl:1])[CH:36]=1)[CH2:5][NH:6][C:7]([N:9]1[CH2:14][CH2:13][N:12]2[N:15]=[C:16]([C:18]([N:20]3[CH:25]4[CH2:26][CH2:27][CH2:28][CH:21]3[CH2:22][CH:23]([C:29]([OH:31])=[O:30])[CH2:24]4)=[O:19])[CH:17]=[C:11]2[CH2:10]1)=[O:8].